From a dataset of hERG Central: cardiac toxicity at 1µM, 10µM, and general inhibition. Predict hERG channel inhibition at various concentrations. (1) The molecule is COc1ccc(C2Nc3ccccc3C(=O)N2Cc2ccccc2)cc1CN1CCOCC1. Results: hERG_inhib (hERG inhibition (general)): blocker. (2) The molecule is Cn1c(=O)c2c(nc(N3CCN(c4ccc([N+](=O)[O-])cc4)CC3)n2C)n(C)c1=O. Results: hERG_inhib (hERG inhibition (general)): blocker. (3) The compound is COCCn1nnnc1C(c1cccc(C#N)c1)N1CCCCCC1.Cl. Results: hERG_inhib (hERG inhibition (general)): blocker. (4) The molecule is COc1cccc(OCC(=O)N2CCC3(CC2)CC(=O)c2ccccc2O3)c1. Results: hERG_inhib (hERG inhibition (general)): blocker. (5) The molecule is COc1ccccc1C1c2ccc3ccccc3c2Oc2ncn(CCN(C)C)c(=N)c21. Results: hERG_inhib (hERG inhibition (general)): blocker. (6) The compound is CCOC(=O)C(C)Oc1ccc2c(-c3cccc([N+](=O)[O-])c3)cc(=O)oc2c1. Results: hERG_inhib (hERG inhibition (general)): blocker. (7) The drug is COc1cc(CNCc2ccccn2)ccc1OCc1cccc(Cl)c1.Cl. Results: hERG_inhib (hERG inhibition (general)): blocker. (8) The compound is CN(Cc1nccs1)C(=O)c1ccc(OC2CCN(CCc3ccccc3)CC2)cc1. Results: hERG_inhib (hERG inhibition (general)): blocker.